The task is: Predict the reactants needed to synthesize the given product.. This data is from Full USPTO retrosynthesis dataset with 1.9M reactions from patents (1976-2016). The reactants are: C(O)(C(F)(F)F)=O.C(OC([N:15]1[CH2:20][CH2:19][N:18]([C:21]2[O:25][N:24]=[C:23]([C:26]3[CH:35]=[CH:34][C:33]4[C:32]([CH3:37])([CH3:36])[CH2:31][CH2:30][C:29]([CH3:39])([CH3:38])[C:28]=4[CH:27]=3)[CH:22]=2)[CH2:17][CH2:16]1)=O)(C)(C)C. Given the product [CH3:36][C:32]1([CH3:37])[CH2:31][CH2:30][C:29]([CH3:38])([CH3:39])[C:28]2[CH:27]=[C:26]([C:23]3[CH:22]=[C:21]([N:18]4[CH2:17][CH2:16][NH:15][CH2:20][CH2:19]4)[O:25][N:24]=3)[CH:35]=[CH:34][C:33]1=2, predict the reactants needed to synthesize it.